This data is from Catalyst prediction with 721,799 reactions and 888 catalyst types from USPTO. The task is: Predict which catalyst facilitates the given reaction. (1) Reactant: [Br:1][C:2]1[CH:3]=[C:4](I)[C:5](=[O:9])[N:6]([CH3:8])[CH:7]=1.[C:11]([Si:13]([CH3:16])([CH3:15])[CH3:14])#[CH:12].C(N(CC)CC)C. Product: [Br:1][C:2]1[CH:3]=[C:4]([C:12]#[C:11][Si:13]([CH3:16])([CH3:15])[CH3:14])[C:5](=[O:9])[N:6]([CH3:8])[CH:7]=1. The catalyst class is: 700. (2) Reactant: [CH:1]1([C:7]([NH:9][C:10]2[CH:15]=[CH:14][CH:13]=[CH:12][C:11]=2/[CH:16]=[CH:17]/[C:18]([O:20]C)=O)=[O:8])[CH2:6][CH2:5][CH2:4][CH2:3][CH2:2]1.[NH2:22][OH:23].[OH-].[Na+]. Product: [OH:23][NH:22][C:18](=[O:20])/[CH:17]=[CH:16]/[C:11]1[CH:12]=[CH:13][CH:14]=[CH:15][C:10]=1[NH:9][C:7]([CH:1]1[CH2:6][CH2:5][CH2:4][CH2:3][CH2:2]1)=[O:8]. The catalyst class is: 92. (3) Reactant: [F:1][C:2]([F:34])([F:33])[CH2:3][CH2:4][CH:5]([NH:22][C:23]1[CH:32]=[CH:31][C:26]([C:27]([O:29][CH3:30])=[O:28])=[CH:25][CH:24]=1)[C:6]1[CH:11]=[CH:10][C:9](B2OC(C)(C)C(C)(C)O2)=[CH:8][C:7]=1[CH3:21].Cl[C:36]1[N:41]=[CH:40][C:39]([C:42]([F:45])([F:44])[F:43])=[CH:38][N:37]=1.C(=O)([O-])[O-].[Na+].[Na+].COCCOC. Product: [F:33][C:2]([F:1])([F:34])[CH2:3][CH2:4][CH:5]([NH:22][C:23]1[CH:32]=[CH:31][C:26]([C:27]([O:29][CH3:30])=[O:28])=[CH:25][CH:24]=1)[C:6]1[CH:11]=[CH:10][C:9]([C:36]2[N:41]=[CH:40][C:39]([C:42]([F:45])([F:44])[F:43])=[CH:38][N:37]=2)=[CH:8][C:7]=1[CH3:21]. The catalyst class is: 103. (4) Reactant: [Br:1][C:2]1[C:6]2[N:7]=[C:8]([C:12]3[CH:17]=[CH:16][N:15]=[CH:14][C:13]=3[F:18])[N:9]=[C:10](O)[C:5]=2[S:4][CH:3]=1.C(N(CC)CC)C.C(C1C=C(C(C)C)C=C(C(C)C)C=1S(Cl)(=O)=O)(C)C.[C:45]([O:49][C:50](=[O:62])[NH:51][C@H:52]([CH2:60][NH2:61])[CH2:53][C:54]1[CH:59]=[CH:58][CH:57]=[CH:56][CH:55]=1)([CH3:48])([CH3:47])[CH3:46]. Product: [C:45]([O:49][C:50](=[O:62])[NH:51][CH:52]([CH2:53][C:54]1[CH:59]=[CH:58][CH:57]=[CH:56][CH:55]=1)[CH2:60][NH:61][C:10]1[C:5]2[S:4][CH:3]=[C:2]([Br:1])[C:6]=2[N:7]=[C:8]([C:12]2[CH:17]=[CH:16][N:15]=[CH:14][C:13]=2[F:18])[N:9]=1)([CH3:48])([CH3:46])[CH3:47]. The catalyst class is: 79. (5) Reactant: [Br:1][C:2]1[C:3]([O:15][CH2:16][C:17]([F:20])([F:19])[F:18])=[N:4][C:5]([C:11]([F:14])([F:13])[F:12])=[C:6]([CH:10]=1)[C:7]([OH:9])=O.CN(C(ON1N=NC2C=CC=CC1=2)=[N+](C)C)C.[B-](F)(F)(F)F.C(N(CC)C(C)C)(C)C.[NH2:52][CH2:53][C:54]([CH3:59])([CH:56]1[CH2:58][CH2:57]1)[OH:55]. Product: [Br:1][C:2]1[C:3]([O:15][CH2:16][C:17]([F:20])([F:19])[F:18])=[N:4][C:5]([C:11]([F:14])([F:13])[F:12])=[C:6]([CH:10]=1)[C:7]([NH:52][CH2:53][C:54]([CH:56]1[CH2:58][CH2:57]1)([OH:55])[CH3:59])=[O:9]. The catalyst class is: 3. (6) Reactant: [C:1]([O:5][C:6]([N:8]1[CH2:13][CH2:12][CH:11]([OH:14])[CH2:10][CH2:9]1)=[O:7])([CH3:4])([CH3:3])[CH3:2].C[N+]1([O-])CCOCC1. Product: [C:1]([O:5][C:6]([N:8]1[CH2:9][CH2:10][C:11](=[O:14])[CH2:12][CH2:13]1)=[O:7])([CH3:4])([CH3:2])[CH3:3]. The catalyst class is: 862.